Dataset: Forward reaction prediction with 1.9M reactions from USPTO patents (1976-2016). Task: Predict the product of the given reaction. (1) Given the reactants N[C:2]1[CH:3]=[C:4]([S:17]([NH2:20])(=[O:19])=[O:18])[CH:5]=[CH:6][C:7]=1[O:8][C:9]1[CH:14]=[CH:13][C:12]([F:15])=[CH:11][C:10]=1[F:16].Cl.N([O-])=O.[Na+].[I-:26].[K+], predict the reaction product. The product is: [F:16][C:10]1[CH:11]=[C:12]([F:15])[CH:13]=[CH:14][C:9]=1[O:8][C:7]1[CH:6]=[CH:5][C:4]([S:17]([NH2:20])(=[O:19])=[O:18])=[CH:3][C:2]=1[I:26]. (2) Given the reactants [OH-].[Na+].C[O:4][C:5](=[O:39])[CH2:6][O:7][C:8]1[CH:13]=[CH:12][C:11]([C:14]2[CH:19]=[CH:18][C:17]([CH2:20][N:21]([C:23]([C:25]3[C:29]4[CH:30]=[CH:31][CH:32]=[CH:33][C:28]=4[O:27][C:26]=3[CH2:34][CH2:35][CH2:36][CH3:37])=[O:24])[CH3:22])=[CH:16][CH:15]=2)=[CH:10][C:9]=1[Br:38].O.Cl, predict the reaction product. The product is: [Br:38][C:9]1[CH:10]=[C:11]([C:14]2[CH:15]=[CH:16][C:17]([CH2:20][N:21]([C:23]([C:25]3[C:29]4[CH:30]=[CH:31][CH:32]=[CH:33][C:28]=4[O:27][C:26]=3[CH2:34][CH2:35][CH2:36][CH3:37])=[O:24])[CH3:22])=[CH:18][CH:19]=2)[CH:12]=[CH:13][C:8]=1[O:7][CH2:6][C:5]([OH:39])=[O:4]. (3) Given the reactants [NH2:1][C:2]1[O:6][N:5]=[C:4]([CH3:7])[C:3]=1[Br:8].[S:9]1[CH:13]=[CH:12][N:11]=[C:10]1[S:14](Cl)(=[O:16])=[O:15], predict the reaction product. The product is: [Br:8][C:3]1[C:4]([CH3:7])=[N:5][O:6][C:2]=1[NH:1][S:14]([C:10]1[S:9][CH:13]=[CH:12][N:11]=1)(=[O:16])=[O:15].